From a dataset of Full USPTO retrosynthesis dataset with 1.9M reactions from patents (1976-2016). Predict the reactants needed to synthesize the given product. (1) Given the product [OH:6][C@@H:5]([CH2:4][OH:3])[CH2:7][N:8]1[CH:12]=[CH:11][C:10]([NH:13][C:14](=[O:35])[C@@H:15]([N:20]2[CH2:24][C:23]([O:25][C:26]3[CH:31]=[CH:30][CH:29]=[C:28]([Cl:32])[C:27]=3[Cl:33])=[CH:22][C:21]2=[O:34])[CH2:16][CH:17]([CH3:19])[CH3:18])=[N:9]1, predict the reactants needed to synthesize it. The reactants are: CC1(C)[O:6][C@H:5]([CH2:7][N:8]2[CH:12]=[CH:11][C:10]([NH:13][C:14](=[O:35])[C@@H:15]([N:20]3[CH2:24][C:23]([O:25][C:26]4[CH:31]=[CH:30][CH:29]=[C:28]([Cl:32])[C:27]=4[Cl:33])=[CH:22][C:21]3=[O:34])[CH2:16][CH:17]([CH3:19])[CH3:18])=[N:9]2)[CH2:4][O:3]1.Cl. (2) Given the product [Cl:1][C:2]1[C:10]([OH:11])=[C:9]([Cl:12])[CH:8]=[CH:4][C:3]=1[OH:13], predict the reactants needed to synthesize it. The reactants are: [Cl:1][C:2]1[C:3]([OH:13])=[C:4]([CH:8]=[C:9]([Cl:12])[C:10]=1[OH:11])C(O)=O.C(=O)=O.Cl.